From a dataset of Forward reaction prediction with 1.9M reactions from USPTO patents (1976-2016). Predict the product of the given reaction. (1) Given the reactants Br.[NH2:2][C:3]1[C:4]([Br:13])=[C:5]2[C:10](=[CH:11][CH:12]=1)[N:9]=[CH:8][CH:7]=[N:6]2.[C:14](Cl)(Cl)=[S:15], predict the reaction product. The product is: [Br:13][C:4]1[C:3]([N:2]=[C:14]=[S:15])=[CH:12][CH:11]=[C:10]2[C:5]=1[N:6]=[CH:7][CH:8]=[N:9]2. (2) The product is: [CH3:31][C:3]1([CH2:2][OH:1])[S:9][CH2:8][CH2:7][N:6]2[C:10]([C:13]3([C:16]4[CH:17]=[CH:18][C:19]([C:22]5[CH:30]=[CH:29][C:25]([C:26]([N:32]6[CH2:37][CH2:36][O:35][CH2:34][CH2:33]6)=[O:27])=[CH:24][N:23]=5)=[CH:20][CH:21]=4)[CH2:14][CH2:15]3)=[N:11][N:12]=[C:5]2[CH2:4]1. Given the reactants [OH:1][CH2:2][C:3]1([CH3:31])[S:9][CH2:8][CH2:7][N:6]2[C:10]([C:13]3([C:16]4[CH:21]=[CH:20][C:19]([C:22]5[CH:30]=[CH:29][C:25]([C:26](O)=[O:27])=[CH:24][N:23]=5)=[CH:18][CH:17]=4)[CH2:15][CH2:14]3)=[N:11][N:12]=[C:5]2[CH2:4]1.[NH:32]1[CH2:37][CH2:36][O:35][CH2:34][CH2:33]1.Cl.C(N=C=NCCCN(C)C)C.C(=O)([O-])O.[Na+], predict the reaction product. (3) Given the reactants O=P(Cl)(Cl)Cl.[Br:6][C:7]1[CH:8]=[C:9]([C:20]([F:23])([F:22])[F:21])[C:10]2[N:11]([CH:13]=[C:14]([C:16]([O:18][CH3:19])=[O:17])[N:15]=2)[CH:12]=1.CN(C)[CH:26]=[O:27], predict the reaction product. The product is: [Br:6][C:7]1[CH:8]=[C:9]([C:20]([F:22])([F:23])[F:21])[C:10]2[N:11]([C:13]([CH:26]=[O:27])=[C:14]([C:16]([O:18][CH3:19])=[O:17])[N:15]=2)[CH:12]=1. (4) The product is: [Cl:25][C:26]1[CH:31]=[C:30]([F:32])[CH:29]=[CH:28][C:27]=1[C:5]1[C:4]([C:3]([OH:2])=[O:24])=[CH:9][C:8]([C:10]2[S:11][CH:12]=[C:13]([C:15]3[CH:20]=[CH:19][C:18]([Cl:21])=[C:17]([Cl:22])[CH:16]=3)[N:14]=2)=[CH:7][CH:6]=1. Given the reactants C[O:2][C:3](=[O:24])[C:4]1[CH:9]=[C:8]([C:10]2[S:11][CH:12]=[C:13]([C:15]3[CH:20]=[CH:19][C:18]([Cl:21])=[C:17]([Cl:22])[CH:16]=3)[N:14]=2)[CH:7]=[CH:6][C:5]=1Br.[Cl:25][C:26]1[CH:31]=[C:30]([F:32])[CH:29]=[CH:28][C:27]=1B(O)O, predict the reaction product. (5) Given the reactants [F:1][C:2]([F:13])([F:12])[CH:3]([C:8]([F:11])([F:10])[F:9])[CH:4]([NH2:7])[CH2:5][OH:6].N1C=CC=CC=1.[Cl:20][C:21]1[CH:22]=[C:23]([S:27](Cl)(=[O:29])=[O:28])[S:24][C:25]=1[Cl:26], predict the reaction product. The product is: [Cl:20][C:21]1[CH:22]=[C:23]([S:27]([NH:7][CH:4]([CH2:5][OH:6])[CH:3]([C:8]([F:9])([F:10])[F:11])[C:2]([F:12])([F:13])[F:1])(=[O:29])=[O:28])[S:24][C:25]=1[Cl:26]. (6) Given the reactants [CH2:1]([O:19][CH2:20][CH:21]([CH2:47][O:48][CH2:49][CH2:50][CH2:51][CH2:52][CH2:53][CH2:54][CH2:55][CH2:56]/[CH:57]=[CH:58]\[CH2:59]/[CH:60]=[CH:61]\[CH2:62][CH2:63][CH2:64][CH2:65][CH3:66])[CH2:22][O:23]C(C1C=CC=CC=1)(C1C=CC(OC)=CC=1)C1C=CC(OC)=CC=1)[CH2:2][CH2:3][CH2:4][CH2:5][CH2:6][CH2:7][CH2:8]/[CH:9]=[CH:10]\[CH2:11]/[CH:12]=[CH:13]\[CH2:14][CH2:15][CH2:16][CH2:17][CH3:18].FC(F)(F)C(O)=O, predict the reaction product. The product is: [CH2:49]([O:48][CH2:47][CH:21]([CH2:20][O:19][CH2:1][CH2:2][CH2:3][CH2:4][CH2:5][CH2:6][CH2:7][CH2:8]/[CH:9]=[CH:10]\[CH2:11]/[CH:12]=[CH:13]\[CH2:14][CH2:15][CH2:16][CH2:17][CH3:18])[CH2:22][OH:23])[CH2:50][CH2:51][CH2:52][CH2:53][CH2:54][CH2:55][CH2:56]/[CH:57]=[CH:58]\[CH2:59]/[CH:60]=[CH:61]\[CH2:62][CH2:63][CH2:64][CH2:65][CH3:66]. (7) Given the reactants [Cl-].[Al+3].[Cl-].[Cl-].[F:5][C:6]1[CH:7]=[CH:8][CH:9]=[C:10]2[C:14]=1[C:13](=[O:15])[CH2:12][CH2:11]2.[Br:16]Br.Cl, predict the reaction product. The product is: [Br:16][C:9]1[CH:8]=[CH:7][C:6]([F:5])=[C:14]2[C:10]=1[CH2:11][CH2:12][C:13]2=[O:15]. (8) Given the reactants [O:1]=[C:2]1[CH2:7][CH2:6][O:5][CH2:4][CH:3]1[N:8]1[C:16](=[O:17])[C:15]2[C:10](=[CH:11][CH:12]=[CH:13][CH:14]=2)[C:9]1=[O:18].O.C1(C)C=CC(S(O)(=O)=O)=CC=1.[CH2:31](O)[CH2:32][OH:33], predict the reaction product. The product is: [O:33]1[C:2]2([CH2:7][CH2:6][O:5][CH2:4][CH:3]2[N:8]2[C:9](=[O:18])[C:10]3[C:15](=[CH:14][CH:13]=[CH:12][CH:11]=3)[C:16]2=[O:17])[O:1][CH2:31][CH2:32]1.